This data is from hERG potassium channel inhibition data for cardiac toxicity prediction from Karim et al.. The task is: Regression/Classification. Given a drug SMILES string, predict its toxicity properties. Task type varies by dataset: regression for continuous values (e.g., LD50, hERG inhibition percentage) or binary classification for toxic/non-toxic outcomes (e.g., AMES mutagenicity, cardiotoxicity, hepatotoxicity). Dataset: herg_karim. (1) The drug is COc1ccc(Cn2ccc3ccc(C(=O)NO)cc32)cc1. The result is 0 (non-blocker). (2) The molecule is Cc1c(-c2c(F)cc(C(N)=O)c3[nH]c4c(c23)CC[C@H](C(C)(C)O)C4)cccc1-n1c(=O)c2cccc(F)c2n(C)c1=O. The result is 1 (blocker). (3) The compound is Cl.O=C(c1ccccc1)N1CCN(c2ccc(OCCCN3CCCCC3)cc2)C(=O)C1. The result is 0 (non-blocker). (4) The molecule is CC(C)n1cnc2c(NCCc3ccc(O)cc3)nc(-c3csc4ccccc34)nc21. The result is 0 (non-blocker). (5) The molecule is CC(C)C1(C(=O)N2CCN(c3cc(C(F)(F)F)ccn3)CC2)CCC(NC2CCOCC2)C1. The result is 1 (blocker). (6) The compound is Nc1ccc(-c2cccs2)cc1NC(=O)c1ccc(N2CCC3(CCN(CC(F)(F)F)C3)CC2)nc1. The result is 1 (blocker). (7) The drug is COc1cnc2ccc(=O)n(CCN3CCC(NC(=O)c4cnc(C)c(C#N)c4)CC3)c2c1. The result is 0 (non-blocker). (8) The drug is CCN(CC)c1ccc(NC(=O)C2(N(C)C(=O)OC(C)C)CCc3cccc(OC)c3C2)cc1. The result is 1 (blocker). (9) The drug is CSc1sc(C(=N)N)cc1S(=O)(=O)c1cccc(-c2cc(C)ccc2NC(=O)NCCCCCC(=O)O)c1. The result is 1 (blocker). (10) The compound is NC(=O)c1cccc(O[C@H]2C[C@@H]3CC[C@H](C2)N3C2(c3ccccc3)CC2)c1. The result is 1 (blocker).